This data is from Full USPTO retrosynthesis dataset with 1.9M reactions from patents (1976-2016). The task is: Predict the reactants needed to synthesize the given product. (1) The reactants are: [CH3:1][C:2]1[CH:10]=[C:6]([C:7]([OH:9])=O)[C:5]([OH:11])=[CH:4][CH:3]=1.[C:12](=O)([O-])[O-].[K+].[K+].IC.CN([CH:23]=[O:24])C. Given the product [CH3:12][O:11][C:5]1[CH:4]=[CH:3][C:2]([CH3:1])=[CH:10][C:6]=1[C:7]([O:24][CH3:23])=[O:9], predict the reactants needed to synthesize it. (2) Given the product [C:12]([O:16][C:17]([N:19]1[CH2:24][CH2:23][N:22]([C:6]2[CH:5]=[CH:4][N:3]=[C:2]([Cl:1])[C:7]=2[N+:8]([O-:10])=[O:9])[CH2:21][CH2:20]1)=[O:18])([CH3:15])([CH3:13])[CH3:14], predict the reactants needed to synthesize it. The reactants are: [Cl:1][C:2]1[C:7]([N+:8]([O-:10])=[O:9])=[C:6](Cl)[CH:5]=[CH:4][N:3]=1.[C:12]([O:16][C:17]([N:19]1[CH2:24][CH2:23][NH:22][CH2:21][CH2:20]1)=[O:18])([CH3:15])([CH3:14])[CH3:13]. (3) Given the product [CH3:9][O:8][C:6]1[CH:5]=[CH:4][C:3]([CH:10]2[CH2:19][CH2:18][C:17]3[CH:16]=[C:15]([OH:20])[CH:14]=[CH:13][C:12]=3[CH2:11]2)=[C:2]([NH:1][CH3:21])[CH:7]=1, predict the reactants needed to synthesize it. The reactants are: [NH2:1][C:2]1[CH:7]=[C:6]([O:8][CH3:9])[CH:5]=[CH:4][C:3]=1[CH:10]1[CH2:19][CH2:18][C:17]2[CH:16]=[C:15]([OH:20])[CH:14]=[CH:13][C:12]=2[CH2:11]1.[CH:21](O)=O.